This data is from Full USPTO retrosynthesis dataset with 1.9M reactions from patents (1976-2016). The task is: Predict the reactants needed to synthesize the given product. Given the product [Si:42]([O:31][CH2:30][C:4]1[C:3]([CH:34]=[CH2:35])=[C:2]([Cl:1])[CH:10]=[C:9]2[C:5]=1[CH:6]=[N:7][N:8]2[C:11]([C:12]1[CH:17]=[CH:16][CH:15]=[CH:14][CH:13]=1)([C:24]1[CH:25]=[CH:26][CH:27]=[CH:28][CH:29]=1)[C:18]1[CH:23]=[CH:22][CH:21]=[CH:20][CH:19]=1)([C:45]([CH3:48])([CH3:47])[CH3:46])([CH3:44])[CH3:43], predict the reactants needed to synthesize it. The reactants are: [Cl:1][C:2]1[C:3]([CH:34]=[CH2:35])=[C:4]([C:30](OC)=[O:31])[C:5]2[CH:6]=[N:7][N:8]([C:11]([C:24]3[CH:29]=[CH:28][CH:27]=[CH:26][CH:25]=3)([C:18]3[CH:23]=[CH:22][CH:21]=[CH:20][CH:19]=3)[C:12]3[CH:17]=[CH:16][CH:15]=[CH:14][CH:13]=3)[C:9]=2[CH:10]=1.[H-].[H-].[H-].[H-].[Li+].[Al+3].[Si:42](Cl)([C:45]([CH3:48])([CH3:47])[CH3:46])([CH3:44])[CH3:43].